Dataset: Forward reaction prediction with 1.9M reactions from USPTO patents (1976-2016). Task: Predict the product of the given reaction. (1) Given the reactants C([N:8](CC1C=CC=CC=1)[CH2:9][C@H:10]([O:22][CH3:23])[CH2:11][N:12]1[CH2:17][CH2:16][N:15]([CH2:18][CH:19]2[CH2:21][CH2:20]2)[CH2:14][CH2:13]1)C1C=CC=CC=1.[H][H], predict the reaction product. The product is: [CH:19]1([CH2:18][N:15]2[CH2:14][CH2:13][N:12]([CH2:11][C@@H:10]([O:22][CH3:23])[CH2:9][NH2:8])[CH2:17][CH2:16]2)[CH2:20][CH2:21]1. (2) Given the reactants [Br:1][C:2]1[CH:7]=[CH:6][C:5]([C@H:8]2[C@H:13]([NH2:14])[CH2:12][CH2:11][CH2:10][O:9]2)=[CH:4][CH:3]=1.N12CCCN=C1CCCCC2.C(Cl)Cl.[CH3:29][CH:30]([S:32](Cl)(=[O:34])=[O:33])[CH3:31], predict the reaction product. The product is: [Br:1][C:2]1[CH:7]=[CH:6][C:5]([C@H:8]2[C@H:13]([NH:14][S:32]([CH:30]([CH3:31])[CH3:29])(=[O:34])=[O:33])[CH2:12][CH2:11][CH2:10][O:9]2)=[CH:4][CH:3]=1. (3) Given the reactants [Cl:1][C:2]1[CH:7]=[CH:6][C:5]([C:8]2[N:9]=[C:10]([CH2:13][CH2:14][NH2:15])[S:11][CH:12]=2)=[CH:4][CH:3]=1.[F:16][C:17]([F:33])([F:32])[C:18]1[O:22][N:21]=[C:20]([C:23]2[CH:24]=[C:25]([CH:29]=[CH:30][CH:31]=2)[C:26](O)=[O:27])[N:19]=1, predict the reaction product. The product is: [Cl:1][C:2]1[CH:3]=[CH:4][C:5]([C:8]2[N:9]=[C:10]([CH2:13][CH2:14][NH:15][C:26](=[O:27])[C:25]3[CH:29]=[CH:30][CH:31]=[C:23]([C:20]4[N:19]=[C:18]([C:17]([F:33])([F:32])[F:16])[O:22][N:21]=4)[CH:24]=3)[S:11][CH:12]=2)=[CH:6][CH:7]=1. (4) Given the reactants [C:1](#N)C.Cl[C:5](=[O:12])[CH2:6][CH2:7][C:8]([O:10][CH3:11])=[O:9].C[Si](C=[N+]=[N-])(C)C.[BrH:20].C(O)(=O)C, predict the reaction product. The product is: [Br:20][CH2:1][C:5](=[O:12])[CH2:6][CH2:7][C:8]([O:10][CH3:11])=[O:9]. (5) Given the reactants Cl[C:2]1[C:11]2[CH2:10][CH2:9][N:8]([C:12]([NH:14][C:15]3[CH:20]=[CH:19][C:18]([F:21])=[CH:17][CH:16]=3)=[O:13])[C@H:7]([C:22]3[CH:27]=[CH:26][C:25]([C:28]([F:31])([F:30])[F:29])=[CH:24][CH:23]=3)[C:6]=2[N:5]=[CH:4][CH:3]=1.[CH3:32]B(O)O.O1CCOCC1.C(=O)([O-])[O-].[K+].[K+], predict the reaction product. The product is: [F:21][C:18]1[CH:17]=[CH:16][C:15]([NH:14][C:12]([N:8]2[C@H:7]([C:22]3[CH:27]=[CH:26][C:25]([C:28]([F:30])([F:31])[F:29])=[CH:24][CH:23]=3)[C:6]3[N:5]=[CH:4][CH:3]=[C:2]([CH3:32])[C:11]=3[CH2:10][CH2:9]2)=[O:13])=[CH:20][CH:19]=1. (6) Given the reactants [NH2:1][CH:2]([CH2:12][C:13]1[CH:18]=[CH:17][CH:16]=[C:15]([C:19]([CH3:22])([CH3:21])[CH3:20])[CH:14]=1)[CH:3]([C:5]1[CH:10]=[CH:9][CH:8]=[C:7]([Cl:11])[CH:6]=1)[OH:4].[Cl:23][C:24]1[CH:33]=[CH:32][CH:31]=[C:30]2[C:25]=1[CH:26]=[CH:27][CH:28]=[C:29]2[C:34](O)=[O:35].O.ON1C2C=CC=CC=2N=N1.Cl.C(N=C=NCCCN(C)C)C, predict the reaction product. The product is: [C:19]([C:15]1[CH:14]=[C:13]([CH:18]=[CH:17][CH:16]=1)[CH2:12][CH:2]([NH:1][C:34]([C:29]1[C:30]2[C:25](=[C:24]([Cl:23])[CH:33]=[CH:32][CH:31]=2)[CH:26]=[CH:27][CH:28]=1)=[O:35])[CH:3]([C:5]1[CH:10]=[CH:9][CH:8]=[C:7]([Cl:11])[CH:6]=1)[OH:4])([CH3:22])([CH3:21])[CH3:20]. (7) The product is: [CH2:47]([N:49]([CH2:50][CH2:51][OH:52])[C:21]([CH2:20][NH:19][C:17]([N:9]1[CH2:10][C:11]2[CH:16]=[CH:15][CH:14]=[CH:13][C:12]=2[N:6]([C:4](=[O:5])[C:3]2[CH:25]=[CH:26][C:27]([N:29]3[CH:33]=[CH:32][C:31]([CH3:34])=[N:30]3)=[CH:28][C:2]=2[Cl:1])[CH2:7][C@H:8]1[CH3:24])=[O:18])=[O:22])[CH3:48]. Given the reactants [Cl:1][C:2]1[CH:28]=[C:27]([N:29]2[CH:33]=[CH:32][C:31]([CH3:34])=[N:30]2)[CH:26]=[CH:25][C:3]=1[C:4]([N:6]1[C:12]2[CH:13]=[CH:14][CH:15]=[CH:16][C:11]=2[CH2:10][N:9]([C:17]([NH:19][CH2:20][C:21](O)=[O:22])=[O:18])[C@H:8]([CH3:24])[CH2:7]1)=[O:5].Cl.C(N=C=NCCCN(C)C)C.[CH2:47]([NH:49][CH2:50][CH2:51][OH:52])[CH3:48], predict the reaction product. (8) Given the reactants [CH3:1][O:2][C:3]1[C:8]([CH3:9])=[CH:7][C:6]([N+:10]([O-])=O)=[CH:5][N:4]=1, predict the reaction product. The product is: [CH3:1][O:2][C:3]1[N:4]=[CH:5][C:6]([NH2:10])=[CH:7][C:8]=1[CH3:9]. (9) Given the reactants [CH2:1]([O:3][C:4]([C:6]1[C:7]([OH:24])=[C:8]2[CH:16]=[CH:15][N:14]([CH2:17][C:18]3[CH:23]=[CH:22][CH:21]=[CH:20][CH:19]=3)[C:9]2=[C:10]([C:12]#[N:13])[N:11]=1)=[O:5])[CH3:2].[C:25](OC(=O)C)(=[O:27])[CH3:26], predict the reaction product. The product is: [CH2:1]([O:3][C:4]([C:6]1[C:7]([O:24][C:25](=[O:27])[CH3:26])=[C:8]2[CH:16]=[CH:15][N:14]([CH2:17][C:18]3[CH:19]=[CH:20][CH:21]=[CH:22][CH:23]=3)[C:9]2=[C:10]([C:12]#[N:13])[N:11]=1)=[O:5])[CH3:2]. (10) The product is: [CH3:14][Si:13]([C:11]#[C:12][C:2]1[N:6]2[N:7]=[CH:8][CH:9]=[CH:10][C:5]2=[N:4][CH:3]=1)([CH3:16])[CH3:15]. Given the reactants Br[C:2]1[N:6]2[N:7]=[CH:8][CH:9]=[CH:10][C:5]2=[N:4][CH:3]=1.[C:11]([Si:13]([CH3:16])([CH3:15])[CH3:14])#[CH:12].C(N(C(C)C)CC)(C)C, predict the reaction product.